Dataset: Full USPTO retrosynthesis dataset with 1.9M reactions from patents (1976-2016). Task: Predict the reactants needed to synthesize the given product. (1) Given the product [C:14]([C:11]1[N:12]=[CH:13][C:8]2[CH:7]=[C:6]([CH2:16][C:17]3[CH:18]=[C:19]([CH:20]=[CH:21][CH:22]=3)[C:23]([OH:27])=[O:24])[N:5]([CH2:4][CH2:3][C:2]([CH3:26])([CH3:25])[CH3:1])[C:9]=2[N:10]=1)#[N:15], predict the reactants needed to synthesize it. The reactants are: [CH3:1][C:2]([CH3:26])([CH3:25])[CH2:3][CH2:4][N:5]1[C:9]2[N:10]=[C:11]([C:14]#[N:15])[N:12]=[CH:13][C:8]=2[CH:7]=[C:6]1[CH2:16][C:17]1[CH:22]=[CH:21][CH:20]=[C:19]([CH:23]=[O:24])[CH:18]=1.[O-:27]Cl=O.[Na+].NS(O)(=O)=O. (2) Given the product [N+:27]([CH:30]([CH2:31][CH2:32][CH2:33][CH2:34][CH3:35])[C:12](=[O:14])[CH2:11][CH2:10][CH2:9][CH2:8][CH2:7][C:1]1[CH:2]=[CH:3][CH:4]=[CH:5][CH:6]=1)([O-:29])=[O:28], predict the reactants needed to synthesize it. The reactants are: [C:1]1([CH2:7][CH2:8][CH2:9][CH2:10][CH2:11][C:12]([OH:14])=O)[CH:6]=[CH:5][CH:4]=[CH:3][CH:2]=1.C1N=CN(C(N2C=NC=C2)=O)C=1.[N+:27]([CH2:30][CH2:31][CH2:32][CH2:33][CH2:34][CH3:35])([O-:29])=[O:28].C1CCN2C(=NCCC2)CC1. (3) Given the product [CH2:14]([O:1][C:2]1[CH:3]=[CH:4][CH:5]=[C:6]2[C:11]=1[CH:10]=[CH:9][CH:8]=[C:7]2[O:12][CH2:21][CH2:22][CH2:23][CH2:24][CH2:25][CH2:26][CH2:27][CH2:28][CH2:29][CH2:30][CH2:31][OH:32])[CH2:15][CH2:16][CH2:17][CH2:18][CH3:19], predict the reactants needed to synthesize it. The reactants are: [OH:1][C:2]1[C:11]2[C:6](=[C:7]([OH:12])[CH:8]=[CH:9][CH:10]=2)[CH:5]=[CH:4][CH:3]=1.Br[CH2:14][CH2:15][CH2:16][CH2:17][CH2:18][CH3:19].Br[CH2:21][CH2:22][CH2:23][CH2:24][CH2:25][CH2:26][CH2:27][CH2:28][CH2:29][CH2:30][CH2:31][OH:32]. (4) Given the product [CH:1]1([CH2:4][O:5][C:6]2[N:11]=[C:10]([C:12]([N:28]3[CH2:29][CH2:30][N:25]([CH2:24][CH:21]4[CH2:23][CH2:22]4)[CH2:26][CH2:27]3)=[O:14])[CH:9]=[CH:8][C:7]=2[N:15]2[CH2:18][C:17]([F:20])([F:19])[CH2:16]2)[CH2:2][CH2:3]1, predict the reactants needed to synthesize it. The reactants are: [CH:1]1([CH2:4][O:5][C:6]2[N:11]=[C:10]([C:12]([OH:14])=O)[CH:9]=[CH:8][C:7]=2[N:15]2[CH2:18][C:17]([F:20])([F:19])[CH2:16]2)[CH2:3][CH2:2]1.[CH:21]1([CH2:24][N:25]2[CH2:30][CH2:29][NH:28][CH2:27][CH2:26]2)[CH2:23][CH2:22]1.CN(C(ON1N=NC2C=CC=CC1=2)=[N+](C)C)C.[B-](F)(F)(F)F.CCN(C(C)C)C(C)C. (5) Given the product [NH2:3][C:2]([NH:4][C:5]1[CH:6]=[C:7]([CH:33]=[CH:34][CH:35]=1)[C:8]([NH:10][C:11]1[CH:32]=[CH:31][C:14]2[N:15]([CH:18]([C:25]3[CH:26]=[CH:27][CH:28]=[CH:29][CH:30]=3)[CH2:19][C:20]([OH:22])=[O:21])[CH:16]=[N:17][C:13]=2[CH:12]=1)=[O:9])=[NH:1], predict the reactants needed to synthesize it. The reactants are: [NH2:1][C:2]([NH:4][C:5]1[CH:6]=[C:7]([CH:33]=[CH:34][CH:35]=1)[C:8]([NH:10][C:11]1[CH:32]=[CH:31][C:14]2[N:15]([CH:18]([C:25]3[CH:30]=[CH:29][CH:28]=[CH:27][CH:26]=3)[CH2:19][C:20]([O:22]CC)=[O:21])[CH:16]=[N:17][C:13]=2[CH:12]=1)=[O:9])=[NH:3]. (6) Given the product [CH2:1]([N:8]1[CH2:17][CH2:16][C:15]2[N:14]=[C:13]([NH:23][CH2:22][CH:19]3[CH2:21][CH2:20]3)[CH:12]=[CH:11][C:10]=2[CH2:9]1)[C:2]1[CH:7]=[CH:6][CH:5]=[CH:4][CH:3]=1, predict the reactants needed to synthesize it. The reactants are: [CH2:1]([N:8]1[CH2:17][CH2:16][C:15]2[N:14]=[C:13](Cl)[CH:12]=[CH:11][C:10]=2[CH2:9]1)[C:2]1[CH:7]=[CH:6][CH:5]=[CH:4][CH:3]=1.[CH:19]1([CH2:22][NH2:23])[CH2:21][CH2:20]1. (7) Given the product [N:24]1([CH2:29][C:30]([O:23][C@@:9]2([C:14]#[C:15][C:16]3[CH:17]=[C:18]([CH3:22])[CH:19]=[CH:20][CH:21]=3)[CH2:10][CH2:11][CH2:12][C@@H:13]3[C@H:8]2[CH2:7][CH2:6][N:5]3[C:3]([O:2][CH3:1])=[O:4])=[O:31])[CH2:28][CH2:27][CH2:26][CH2:25]1, predict the reactants needed to synthesize it. The reactants are: [CH3:1][O:2][C:3]([N:5]1[C@@H:13]2[C@@H:8]([C@@:9]([OH:23])([C:14]#[C:15][C:16]3[CH:17]=[C:18]([CH3:22])[CH:19]=[CH:20][CH:21]=3)[CH2:10][CH2:11][CH2:12]2)[CH2:7][CH2:6]1)=[O:4].[N:24]1([CH2:29][C:30](O)=[O:31])[CH2:28][CH2:27][CH2:26][CH2:25]1. (8) Given the product [Br:26][C:23]1[CH:22]=[N:21][C:20]([N:16]2[CH2:17][CH2:18][CH2:19][N:13]([CH2:12][C:11]3([CH3:28])[O:27][C:2]4=[N:6][C:5]([N+:7]([O-:9])=[O:8])=[CH:4][N:3]4[CH2:10]3)[CH2:14][CH2:15]2)=[N:25][CH:24]=1, predict the reactants needed to synthesize it. The reactants are: Br[C:2]1[N:3]([CH2:10][C:11]([CH3:28])([OH:27])[CH2:12][N:13]2[CH2:19][CH2:18][CH2:17][N:16]([C:20]3[N:25]=[CH:24][C:23]([Br:26])=[CH:22][N:21]=3)[CH2:15][CH2:14]2)[CH:4]=[C:5]([N+:7]([O-:9])=[O:8])[N:6]=1.[H-].[Na+]. (9) Given the product [CH2:25]([O:24][C:22]([CH:17]1[NH:16][CH2:21][CH2:20][N:19]([C:9]([O:11][C:12]([CH3:13])([CH3:14])[CH3:15])=[O:10])[CH2:18]1)=[O:23])[CH3:26], predict the reactants needed to synthesize it. The reactants are: [C:12]([O:11][C:9](O[C:9]([O:11][C:12]([CH3:15])([CH3:14])[CH3:13])=[O:10])=[O:10])([CH3:15])([CH3:14])[CH3:13].[NH:16]1[CH2:21][CH2:20][NH:19][CH2:18][CH:17]1[C:22]([O:24][CH2:25][CH3:26])=[O:23].C(N(CC)CC)C.